From a dataset of NCI-60 drug combinations with 297,098 pairs across 59 cell lines. Regression. Given two drug SMILES strings and cell line genomic features, predict the synergy score measuring deviation from expected non-interaction effect. (1) Drug 1: C1=NC2=C(N1)C(=S)N=C(N2)N. Drug 2: CN(C(=O)NC(C=O)C(C(C(CO)O)O)O)N=O. Cell line: M14. Synergy scores: CSS=38.0, Synergy_ZIP=-4.79, Synergy_Bliss=-2.27, Synergy_Loewe=-40.9, Synergy_HSA=-0.895. (2) Drug 1: COC1=CC(=CC(=C1O)OC)C2C3C(COC3=O)C(C4=CC5=C(C=C24)OCO5)OC6C(C(C7C(O6)COC(O7)C8=CC=CS8)O)O. Drug 2: C1CC(C1)(C(=O)O)C(=O)O.[NH2-].[NH2-].[Pt+2]. Cell line: SK-OV-3. Synergy scores: CSS=39.8, Synergy_ZIP=-9.93, Synergy_Bliss=-5.28, Synergy_Loewe=-16.9, Synergy_HSA=-1.71.